This data is from Reaction yield outcomes from USPTO patents with 853,638 reactions. The task is: Predict the reaction yield, written as a fraction of the theoretical maximum amount of product (1.0 means a 100% yield; for example, 0.34 means a 34% yield). (1) The product is [Br:8][C:6]1[CH:7]=[C:2]([N:1]([S:27]([CH3:26])(=[O:29])=[O:28])[S:27]([CH3:26])(=[O:29])=[O:28])[C:3]([NH:9][C:10](=[O:16])[O:11][C:12]([CH3:13])([CH3:15])[CH3:14])=[N:4][CH:5]=1. The catalyst is ClCCl. The yield is 0.520. The reactants are [NH2:1][C:2]1[C:3]([NH:9][C:10](=[O:16])[O:11][C:12]([CH3:15])([CH3:14])[CH3:13])=[N:4][CH:5]=[C:6]([Br:8])[CH:7]=1.C(N(C(C)C)CC)(C)C.[CH3:26][S:27](Cl)(=[O:29])=[O:28]. (2) The reactants are [NH2:1][C:2]1[CH:7]=[CH:6][C:5]([C:8]2[CH:12]=[C:11]([C:13]([O:15][CH2:16][CH3:17])=[O:14])[O:10][N:9]=2)=[CH:4][C:3]=1[CH3:18].[F:19][C:20]1[CH:25]=[C:24]([F:26])[CH:23]=[CH:22][C:21]=1[N:27]=[C:28]=[O:29]. The catalyst is O1CCCC1. The product is [F:19][C:20]1[CH:25]=[C:24]([F:26])[CH:23]=[CH:22][C:21]=1[NH:27][C:28](=[O:29])[NH:1][C:2]1[CH:7]=[CH:6][C:5]([C:8]2[CH:12]=[C:11]([C:13]([O:15][CH2:16][CH3:17])=[O:14])[O:10][N:9]=2)=[CH:4][C:3]=1[CH3:18]. The yield is 0.750. (3) The reactants are C([N:8]1[C:12]([NH:13][C:14]2[CH:19]=[CH:18][C:17]([O:20][Si:21]([C:24]([CH3:27])([CH3:26])[CH3:25])([CH3:23])[CH3:22])=[CH:16][CH:15]=2)=[CH:11][CH:10]=[N:9]1)C1C=CC=CC=1.C(O)(=O)C.C([O-])=O.[NH4+].C(OCC)(=O)C. The catalyst is C(O)C.[OH-].[Pd+2].[OH-]. The product is [Si:21]([O:20][C:17]1[CH:18]=[CH:19][C:14]([NH:13][C:12]2[NH:8][N:9]=[CH:10][CH:11]=2)=[CH:15][CH:16]=1)([C:24]([CH3:27])([CH3:26])[CH3:25])([CH3:22])[CH3:23]. The yield is 0.740. (4) The reactants are [OH-].[Na+].[CH2:3]([O:10][C:11]1[CH:12]=[C:13]2[C:19]([C:20]([O:22]C)=[O:21])=[C:18]([C:24]3[CH:29]=[CH:28][C:27]([F:30])=[CH:26][CH:25]=3)[O:17][C:14]2=[CH:15][N:16]=1)[C:4]1[CH:9]=[CH:8][CH:7]=[CH:6][CH:5]=1. The catalyst is C1COCC1.CO.C(OCC)(=O)C. The product is [CH2:3]([O:10][C:11]1[CH:12]=[C:13]2[C:19]([C:20]([OH:22])=[O:21])=[C:18]([C:24]3[CH:25]=[CH:26][C:27]([F:30])=[CH:28][CH:29]=3)[O:17][C:14]2=[CH:15][N:16]=1)[C:4]1[CH:5]=[CH:6][CH:7]=[CH:8][CH:9]=1. The yield is 1.00. (5) The reactants are [CH3:1][C:2]1[N:7]=[C:6]([CH:8]=O)[CH:5]=[CH:4][CH:3]=1.[NH2:10][C:11]1[CH:16]=[CH:15][CH:14]=[CH:13][CH:12]=1.[C:17]1([O:23][P:24]([O-:32])[O:25][C:26]2[CH:31]=[CH:30][CH:29]=[CH:28][CH:27]=2)[CH:22]=[CH:21][CH:20]=[CH:19][CH:18]=1. The catalyst is CC(O)C. The product is [C:26]1([O:25][P:24]([CH:8]([C:6]2[CH:5]=[CH:4][CH:3]=[C:2]([CH3:1])[N:7]=2)[NH:10][C:11]2[CH:16]=[CH:15][CH:14]=[CH:13][CH:12]=2)(=[O:32])[O:23][C:17]2[CH:18]=[CH:19][CH:20]=[CH:21][CH:22]=2)[CH:31]=[CH:30][CH:29]=[CH:28][CH:27]=1. The yield is 0.995. (6) The reactants are [C:1]1([C:7]2[NH:8][C:9]3[CH:10]=[CH:11][CH:12]=[C:13]4[C:19](=[O:20])[NH:18][CH2:17][CH2:16][C:15]=2[C:14]=34)[CH:6]=[CH:5][CH:4]=[CH:3][CH:2]=1.[CH:21](C1C=C(B(O)O)C=CC=1)=[O:22]. No catalyst specified. The product is [CH:21]([C:5]1[CH:6]=[C:1]([C:7]2[NH:8][C:9]3[CH:10]=[CH:11][CH:12]=[C:13]4[C:19](=[O:20])[NH:18][CH2:17][CH2:16][C:15]=2[C:14]=34)[CH:2]=[CH:3][CH:4]=1)=[O:22]. The yield is 0.830. (7) The reactants are [OH:1][CH:2]1[CH2:5][N:4]([C:6]([O:8][C:9]([CH3:12])([CH3:11])[CH3:10])=[O:7])[CH2:3]1.CC(OI1(OC(C)=O)(OC(C)=O)OC(=O)C2C=CC=CC1=2)=O.S([O-])([O-])(=O)=S.[Na+].[Na+].C(=O)([O-])O.[Na+]. The catalyst is ClCCl. The product is [O:1]=[C:2]1[CH2:5][N:4]([C:6]([O:8][C:9]([CH3:12])([CH3:11])[CH3:10])=[O:7])[CH2:3]1. The yield is 0.850. (8) The reactants are Br[C:2]1[CH:3]=[CH:4][C:5]([F:21])=[C:6]([C:8]2[CH:13]=[CH:12][C:11]([S:14]([CH2:17][CH3:18])(=[O:16])=[O:15])=[CH:10][C:9]=2[O:19][CH3:20])[CH:7]=1.[B:22]1([B:22]2[O:26][C:25]([CH3:28])([CH3:27])[C:24]([CH3:30])([CH3:29])[O:23]2)[O:26][C:25]([CH3:28])([CH3:27])[C:24]([CH3:30])([CH3:29])[O:23]1.C([O-])(=O)C.[K+]. The catalyst is O1CCOCC1.C1(P([C-]2C=CC=C2)C2C=CC=CC=2)C=CC=CC=1.[C-]1(P(C2C=CC=CC=2)C2C=CC=CC=2)C=CC=C1.[Fe+2].Cl[Pd]Cl. The product is [CH2:17]([S:14]([C:11]1[CH:12]=[CH:13][C:8]([C:6]2[C:5]([F:21])=[CH:4][CH:3]=[C:2]([B:22]3[O:26][C:25]([CH3:28])([CH3:27])[C:24]([CH3:30])([CH3:29])[O:23]3)[CH:7]=2)=[C:9]([O:19][CH3:20])[CH:10]=1)(=[O:16])=[O:15])[CH3:18]. The yield is 0.930.